This data is from Catalyst prediction with 721,799 reactions and 888 catalyst types from USPTO. The task is: Predict which catalyst facilitates the given reaction. (1) Reactant: [O:1]1[C:5]2[CH:6]=[CH:7][C:8]([C:10]3([C:13]([NH:15][C:16]4[CH:17]=[N:18][C:19]([CH3:23])=[C:20](Br)[CH:21]=4)=[O:14])[CH2:12][CH2:11]3)=[CH:9][C:4]=2[O:3][CH2:2]1.C(=O)([O-])[O-].[K+].[K+]. Product: [O:1]1[C:5]2[CH:6]=[CH:7][C:8]([C:10]3([C:13]([NH:15][C:16]4[CH:17]=[N:18][C:19]([CH3:23])=[C:20]([C:4]5[CH:9]=[CH:8][CH:7]=[CH:6][CH:5]=5)[CH:21]=4)=[O:14])[CH2:12][CH2:11]3)=[CH:9][C:4]=2[O:3][CH2:2]1. The catalyst class is: 9. (2) Reactant: Br[C:2]1[C:7]([Cl:8])=[CH:6][C:5]([OH:9])=[C:4]([O:10][C:11]2[CH:16]=[CH:15][C:14]([Cl:17])=[CH:13][C:12]=2[Cl:18])[CH:3]=1.[B:19](OC)([O:22]C)[O:20]C.C([Li])CCC.CCCCCC.Cl. Product: [Cl:8][C:7]1[CH:6]=[C:5]([OH:9])[C:4]([O:10][C:11]2[CH:16]=[CH:15][C:14]([Cl:17])=[CH:13][C:12]=2[Cl:18])=[CH:3][C:2]=1[B:19]([OH:22])[OH:20]. The catalyst class is: 1. (3) Reactant: Cl.[OH:2][C@H:3]1[CH2:7][NH:6][C@H:5]([C:8]([OH:10])=[O:9])[CH2:4]1.O.[OH-].[Na+].[C:14]([O:18][C:19](O[C:19]([O:18][C:14]([CH3:17])([CH3:16])[CH3:15])=[O:20])=[O:20])([CH3:17])([CH3:16])[CH3:15].[CH2:29]1COCC1. Product: [OH:2][C@H:3]1[CH2:7][N:6]([C:19]([O:18][C:14]([CH3:17])([CH3:16])[CH3:15])=[O:20])[C@H:5]([C:8]([O:10][CH3:29])=[O:9])[CH2:4]1. The catalyst class is: 28. (4) Reactant: [CH3:1][C:2]1[C@@H:19]([O:20][C:21]([C@H:23]([OH:39])[C@@H:24]([NH:31][C:32]([O:34][C:35]([CH3:38])([CH3:37])[CH3:36])=[O:33])[C:25]2[CH:26]=[CH:27][CH:28]=[CH:29][CH:30]=2)=[O:22])[CH2:18][C@:14]2([OH:40])[C:15]([CH3:17])([CH3:16])[C:3]=1[C@@H:4]([OH:58])[C:5]([C@@:7]1([CH3:57])[C@H:12]([C@@H:13]2[O:41][C:42]([C:44]2[CH:45]=[CH:46][CH:47]=[CH:48][CH:49]=2)=[O:43])[C@:11]2([O:52][C:53]([CH3:55])=[O:54])[CH2:50][O:51][C@@H:10]2[CH2:9][C@@H:8]1[OH:56])=[O:6].C(#N)C. Product: [CH3:1][C:2]1[C@@H:19]([O:20][C:21]([C@H:23]([OH:39])[C@@H:24]([NH:31][C:32]([O:34][C:35]([CH3:36])([CH3:37])[CH3:38])=[O:33])[C:25]2[CH:30]=[CH:29][CH:28]=[CH:27][CH:26]=2)=[O:22])[CH2:18][C@@:14]2([OH:40])[C:15]([CH3:16])([CH3:17])[C:3]=1[C@@H:4]([OH:58])[C:5]([C@@:7]1([CH3:57])[C@H:12]([C@@H:13]2[O:41][C:42]([C:44]2[CH:45]=[CH:46][CH:47]=[CH:48][CH:49]=2)=[O:43])[C@:11]2([O:52][C:53]([CH3:55])=[O:54])[CH2:50][O:51][C@@H:10]2[CH2:9][C@@H:8]1[OH:56])=[O:6].[OH2:6].[OH2:6].[OH2:6]. The catalyst class is: 6.